Dataset: Catalyst prediction with 721,799 reactions and 888 catalyst types from USPTO. Task: Predict which catalyst facilitates the given reaction. Reactant: [OH:1][NH:2][C:3]1([C:11]#[N:12])[CH2:8][CH2:7][N:6]([O:9][CH3:10])[CH2:5][CH2:4]1.C(=O)([O-])O.[Na+].[CH3:18][C:19]1[CH:24]=[CH:23][C:22]([CH3:25])=[CH:21][C:20]=1[CH2:26][C:27](Cl)=[O:28]. Product: [C:11]([C:3]1([N:2]([OH:1])[C:27](=[O:28])[CH2:26][C:20]2[CH:21]=[C:22]([CH3:25])[CH:23]=[CH:24][C:19]=2[CH3:18])[CH2:4][CH2:5][N:6]([O:9][CH3:10])[CH2:7][CH2:8]1)#[N:12]. The catalyst class is: 84.